Dataset: Reaction yield outcomes from USPTO patents with 853,638 reactions. Task: Predict the reaction yield, written as a fraction of the theoretical maximum amount of product (1.0 means a 100% yield; for example, 0.34 means a 34% yield). (1) The reactants are ClC1C=CC=C(C(OO)=[O:9])C=1.[Cl:12][C:13]1[CH:18]=[CH:17][C:16]([CH:19]([OH:23])[CH2:20][CH:21]=[CH2:22])=[CH:15][CH:14]=1. The catalyst is C(Cl)Cl.CCOC(C)=O.O. The product is [Cl:12][C:13]1[CH:14]=[CH:15][C:16]([CH:19]([OH:23])[CH2:20][CH:21]2[CH2:22][O:9]2)=[CH:17][CH:18]=1. The yield is 0.740. (2) The reactants are O[CH2:2][C:3]1[CH:12]=[N:11][C:10]2[N:9]3[CH2:13][CH2:14][CH2:15][CH2:16][C@H:8]3[C:7](=[O:17])[NH:6][C:5]=2[CH:4]=1.[I-].C(C[P+](C)(C)C)#N.CCN(C(C)C)C(C)C.Cl.[Cl:36][C:37]1[CH:38]=[C:39]([CH:44]=[CH:45][C:46]=1[N:47]1[CH2:52][CH2:51][NH:50][CH2:49][CH2:48]1)[C:40]([NH:42][CH3:43])=[O:41]. The catalyst is C(#N)CC.CS(C)=O. The product is [Cl:36][C:37]1[CH:38]=[C:39]([CH:44]=[CH:45][C:46]=1[N:47]1[CH2:48][CH2:49][N:50]([CH2:2][C:3]2[CH:12]=[N:11][C:10]3[N:9]4[CH2:13][CH2:14][CH2:15][CH2:16][C@H:8]4[C:7](=[O:17])[NH:6][C:5]=3[CH:4]=2)[CH2:51][CH2:52]1)[C:40]([NH:42][CH3:43])=[O:41]. The yield is 0.290. (3) The reactants are [Cl:1][C:2]1[CH:7]=[CH:6][C:5]([O:8][C:9]2[CH:14]=[CH:13][C:12]([N+:15]([O-])=O)=[CH:11][N:10]=2)=[CH:4][C:3]=1[NH:18][C:19](=[O:24])[C:20]([F:23])([F:22])[F:21]. The catalyst is C(O)(=O)C. The product is [NH2:15][C:12]1[CH:13]=[CH:14][C:9]([O:8][C:5]2[CH:6]=[CH:7][C:2]([Cl:1])=[C:3]([NH:18][C:19](=[O:24])[C:20]([F:23])([F:21])[F:22])[CH:4]=2)=[N:10][CH:11]=1. The yield is 0.910. (4) The reactants are Br[C:2]1[CH:7]=[CH:6][CH:5]=[CH:4][N:3]=1.[CH2:8]([N:12]1[N:16]=[C:15]2[CH:17]=[C:18]([F:22])[C:19]([F:21])=[CH:20][C:14]2=[N:13]1)[CH2:9][C:10]#[CH:11]. No catalyst specified. The product is [F:21][C:19]1[C:18]([F:22])=[CH:17][C:15]2=[N:16][N:12]([CH2:8][CH2:9][C:10]#[C:11][C:2]3[CH:7]=[CH:6][CH:5]=[CH:4][N:3]=3)[N:13]=[C:14]2[CH:20]=1. The yield is 0.660. (5) The yield is 0.690. The product is [Br:12][C:10]1[CH:11]=[C:2]([NH:1][CH:32]2[CH2:15][CH2:14][O:17][CH2:29][CH2:28]2)[C:3]([CH3:13])=[C:4]([CH:9]=1)[C:5]([O:7][CH3:8])=[O:6]. The reactants are [NH2:1][C:2]1[C:3]([CH3:13])=[C:4]([CH:9]=[C:10]([Br:12])[CH:11]=1)[C:5]([O:7][CH3:8])=[O:6].[C:14]([OH:17])(=O)[CH3:15].C(O[BH-](O[C:28](=O)[CH3:29])OC(=O)C)(=O)C.[Na+].[C:32](=O)(O)[O-].[Na+]. The catalyst is ClC(Cl)C.